Dataset: Full USPTO retrosynthesis dataset with 1.9M reactions from patents (1976-2016). Task: Predict the reactants needed to synthesize the given product. Given the product [F:14][C:15]([F:28])([F:27])[S:16]([O:4][CH2:3][C:2]([F:6])([F:5])[F:1])(=[O:18])=[O:17], predict the reactants needed to synthesize it. The reactants are: [F:1][C:2]([F:6])([F:5])[CH2:3][OH:4].C(N(CC)CC)C.[F:14][C:15]([F:28])([F:27])[S:16](O[S:16]([C:15]([F:28])([F:27])[F:14])(=[O:18])=[O:17])(=[O:18])=[O:17].